Dataset: Choline transporter screen with 302,306 compounds. Task: Binary Classification. Given a drug SMILES string, predict its activity (active/inactive) in a high-throughput screening assay against a specified biological target. (1) The compound is ClCc1c2c(cc3c1cccc3)cccc2. The result is 0 (inactive). (2) The molecule is S(=O)(=O)(N1CCOCC1)c1cc(C(=O)NC2CCSc3c2cccc3)ccc1OC. The result is 0 (inactive). (3) The molecule is FC(F)(F)C(=O)Nc1cc(OC)cc(OC)c1. The result is 0 (inactive). (4) The molecule is Fc1ccc(CN(Cc2onc(n2)c2ccccc2)C)cc1. The result is 0 (inactive). (5) The compound is O=c1n(CCN2CCCCC2)c2n(nc1CCC(O)=O)c1c(n2)cccc1. The result is 0 (inactive). (6) The drug is s1c2c(n3c1nc(=O)cc3)ccc(OC)c2. The result is 0 (inactive). (7) The drug is O1C(=N/C(=C/c2c3c([nH]c2C)cccc3)C1=O)c1ccccc1. The result is 0 (inactive). (8) The drug is S(CCC(N\C=C1\C(=O)CC(CC1=O)(C)C)C(O)=O)C. The result is 0 (inactive).